Dataset: Reaction yield outcomes from USPTO patents with 853,638 reactions. Task: Predict the reaction yield, written as a fraction of the theoretical maximum amount of product (1.0 means a 100% yield; for example, 0.34 means a 34% yield). (1) The reactants are CON(C)[C:4]([C:6]1[S:7][C:8]([NH:11][C:12]2[CH:17]=[CH:16][C:15]([N:18]3[CH2:23][CH2:22][N:21]([CH3:24])[CH2:20][CH2:19]3)=[CH:14][C:13]=2[O:25][CH3:26])=[N:9][N:10]=1)=[O:5].CO[C:30]1[CH:35]=[C:34]([N:36]2CCN(C)CC2)[CH:33]=[CH:32][C:31]=1NC1N=C2N(C3CCCCO3)N=CC2=C(O[C:32]2[CH:33]=[C:34]([NH:36]C(=O)C=C)[CH:35]=[CH:30][CH:31]=2)N=1. The catalyst is C1COCC1. The product is [NH2:36][C:34]1[CH:33]=[C:32]([C:4]([C:6]2[S:7][C:8]([NH:11][C:12]3[CH:17]=[CH:16][C:15]([N:18]4[CH2:23][CH2:22][N:21]([CH3:24])[CH2:20][CH2:19]4)=[CH:14][C:13]=3[O:25][CH3:26])=[N:9][N:10]=2)=[O:5])[CH:31]=[CH:30][CH:35]=1. The yield is 0.0700. (2) The reactants are [F:1][C:2]([F:38])([F:37])[C:3]1[CH:4]=[C:5]([CH:30]=[C:31]([C:33]([F:36])([F:35])[F:34])[CH:32]=1)[CH2:6][CH:7]1[C:12]2[C:13](=[O:29])[N:14]([C:22]3[CH:27]=[CH:26][CH:25]=[CH:24][C:23]=3[CH3:28])[CH:15]=[C:16](S(C)(=O)=O)[O:17][C:11]=2[NH:10][CH2:9][NH:8]1.[C:39]([N:42]1[CH2:47][CH2:46][NH:45][CH2:44][CH2:43]1)(=[O:41])[CH3:40]. No catalyst specified. The product is [C:39]([N:42]1[CH2:47][CH2:46][N:45]([C:16]2[O:17][C:11]3[NH:10][CH2:9][NH:8][CH:7]([CH2:6][C:5]4[CH:4]=[C:3]([C:2]([F:38])([F:37])[F:1])[CH:32]=[C:31]([C:33]([F:36])([F:35])[F:34])[CH:30]=4)[C:12]=3[C:13](=[O:29])[N:14]([C:22]3[CH:27]=[CH:26][CH:25]=[CH:24][C:23]=3[CH3:28])[CH:15]=2)[CH2:44][CH2:43]1)(=[O:41])[CH3:40]. The yield is 0.680. (3) The reactants are [NH2:1][C:2]1[CH:3]=[C:4]([CH:7]=[CH:8][C:9]=1[NH:10][CH2:11][CH2:12][CH2:13][OH:14])[C:5]#[N:6].[N:15]([O-])=O.[Na+]. The catalyst is Cl.O. The product is [OH:14][CH2:13][CH2:12][CH2:11][N:10]1[C:9]2[CH:8]=[CH:7][C:4]([C:5]#[N:6])=[CH:3][C:2]=2[N:1]=[N:15]1. The yield is 0.960.